This data is from Reaction yield outcomes from USPTO patents with 853,638 reactions. The task is: Predict the reaction yield, written as a fraction of the theoretical maximum amount of product (1.0 means a 100% yield; for example, 0.34 means a 34% yield). (1) The reactants are Cl.[CH2:2]([O:9][C:10]1[C:11]([NH:17][C:18]2[S:19][CH:20]=[C:21]([CH3:23])[N:22]=2)=[N:12][CH:13]=[C:14](Br)[CH:15]=1)[C:3]1[CH:8]=[CH:7][CH:6]=[CH:5][CH:4]=1.[Li]C.C([Li])CCC.[CH2:31]([S:38][S:38][CH2:31][C:32]1[CH:37]=[CH:36][CH:35]=[CH:34][CH:33]=1)[C:32]1[CH:37]=[CH:36][CH:35]=[CH:34][CH:33]=1. No catalyst specified. The product is [CH2:2]([O:9][C:10]1[C:11]([NH:17][C:18]2[S:19][CH:20]=[C:21]([CH3:23])[N:22]=2)=[N:12][CH:13]=[C:14]([S:38][CH2:31][C:32]2[CH:37]=[CH:36][CH:35]=[CH:34][CH:33]=2)[CH:15]=1)[C:3]1[CH:8]=[CH:7][CH:6]=[CH:5][CH:4]=1. The yield is 0.277. (2) The reactants are C([Si]([S:11][C:12]1[CH:13]=[C:14]2[C:18](=[CH:19][CH:20]=1)[N:17]([CH3:21])[N:16]=[CH:15]2)(C(C)C)C(C)C)(C)C.C(=O)([O-])[O-].[K+].[K+].[F-].[Cs+].F[C:31]1[CH:38]=[CH:37][C:36]([F:39])=[CH:35][C:32]=1[C:33]#[N:34]. The catalyst is CN(C=O)C. The product is [CH3:21][N:17]1[C:18]2[C:14](=[CH:13][C:12]([S:11][C:31]3[CH:38]=[CH:37][C:36]([F:39])=[CH:35][C:32]=3[C:33]#[N:34])=[CH:20][CH:19]=2)[CH:15]=[N:16]1. The yield is 0.750.